Dataset: Reaction yield outcomes from USPTO patents with 853,638 reactions. Task: Predict the reaction yield, written as a fraction of the theoretical maximum amount of product (1.0 means a 100% yield; for example, 0.34 means a 34% yield). The reactants are [N:1]1([CH:7]([C:10]2[CH:15]=[CH:14][CH:13]=[CH:12][N:11]=2)[CH2:8][NH2:9])[CH2:6][CH2:5][O:4][CH2:3][CH2:2]1.[Cl:16][C:17]1[CH:25]=[CH:24][C:23]([CH3:26])=[CH:22][C:18]=1[C:19](O)=[O:20].C1CN([P+](ON2N=NC3C=CC=CC2=3)(N2CCCC2)N2CCCC2)CC1.F[P-](F)(F)(F)(F)F.CCN(C(C)C)C(C)C. The catalyst is C(Cl)Cl. The product is [Cl:16][C:17]1[CH:25]=[CH:24][C:23]([CH3:26])=[CH:22][C:18]=1[C:19]([NH:9][CH2:8][CH:7]([N:1]1[CH2:6][CH2:5][O:4][CH2:3][CH2:2]1)[C:10]1[CH:15]=[CH:14][CH:13]=[CH:12][N:11]=1)=[O:20]. The yield is 0.900.